From a dataset of Forward reaction prediction with 1.9M reactions from USPTO patents (1976-2016). Predict the product of the given reaction. (1) Given the reactants [C:1](Cl)(=[O:5])[O:2][CH2:3][CH3:4].[NH2:7][C:8]1[C:9]2[CH:15]=[C:14]([C:16]([O:18][C:19]([CH3:22])([CH3:21])[CH3:20])=[O:17])[S:13][C:10]=2[NH:11][N:12]=1.C(N(C(C)C)CC)(C)C, predict the reaction product. The product is: [NH2:7][C:8]1[C:9]2[CH:15]=[C:14]([C:16]([O:18][C:19]([CH3:22])([CH3:21])[CH3:20])=[O:17])[S:13][C:10]=2[N:11]([C:1]([O:2][CH2:3][CH3:4])=[O:5])[N:12]=1. (2) Given the reactants [C:1]([Si:5]([CH3:12])([CH3:11])[O:6][CH:7]([CH3:10])[CH2:8][NH2:9])([CH3:4])([CH3:3])[CH3:2].C(N(C(C)C)CC)(C)C.[C:22]([O:26][C:27](=[O:30])[CH2:28]Br)([CH3:25])([CH3:24])[CH3:23], predict the reaction product. The product is: [C:22]([O:26][C:27](=[O:30])[CH2:28][NH:9][CH2:8][CH:7]([O:6][Si:5]([C:1]([CH3:3])([CH3:4])[CH3:2])([CH3:12])[CH3:11])[CH3:10])([CH3:25])([CH3:24])[CH3:23]. (3) Given the reactants [F:1][CH:2]([CH2:6][C:7]1[CH:12]=[CH:11][C:10]([O:13][CH2:14][C:15]#[CH:16])=[C:9]([O:17][CH3:18])[CH:8]=1)[C:3](Cl)=[O:4].Cl.[CH:20]1[C:29]2[CH2:28][CH2:27][CH2:26][CH2:25][C:24]=2[CH:23]=[CH:22][C:21]=1[CH2:30][NH2:31], predict the reaction product. The product is: [CH:20]1[C:29]2[CH2:28][CH2:27][CH2:26][CH2:25][C:24]=2[CH:23]=[CH:22][C:21]=1[CH2:30][NH:31][C:3](=[O:4])[CH:2]([F:1])[CH2:6][C:7]1[CH:12]=[CH:11][C:10]([O:13][CH2:14][C:15]#[CH:16])=[C:9]([O:17][CH3:18])[CH:8]=1. (4) Given the reactants [CH2:1]([N:5]1[C:14](=[O:15])[C:13]2[NH:12][CH:11]=[N:10][C:9]=2[N:8]([CH2:16][CH2:17][CH2:18][CH3:19])[C:6]1=[O:7])[CH2:2][CH2:3][CH3:4].C1C(=O)N([I:27])C(=O)C1, predict the reaction product. The product is: [CH2:1]([N:5]1[C:14](=[O:15])[C:13]2[NH:12][C:11]([I:27])=[N:10][C:9]=2[N:8]([CH2:16][CH2:17][CH2:18][CH3:19])[C:6]1=[O:7])[CH2:2][CH2:3][CH3:4]. (5) Given the reactants [NH:1]1[CH2:5][CH2:4][CH2:3][CH2:2]1.[CH3:6][O:7][CH:8]1[CH2:12][CH2:11][N:10]([C:13]2[N:33]=[C:16]3[CH:17]=[CH:18][C:19]([NH:21][C:22]([C:24]4[N:28]([CH3:29])[N:27]=[CH:26][C:25]=4[C:30]([OH:32])=O)=[O:23])=[CH:20][N:15]3[N:14]=2)[CH2:9]1, predict the reaction product. The product is: [CH3:6][O:7][CH:8]1[CH2:12][CH2:11][N:10]([C:13]2[N:33]=[C:16]3[CH:17]=[CH:18][C:19]([NH:21][C:22]([C:24]4[N:28]([CH3:29])[N:27]=[CH:26][C:25]=4[C:30]([N:1]4[CH2:5][CH2:4][CH2:3][CH2:2]4)=[O:32])=[O:23])=[CH:20][N:15]3[N:14]=2)[CH2:9]1.